From a dataset of Forward reaction prediction with 1.9M reactions from USPTO patents (1976-2016). Predict the product of the given reaction. (1) Given the reactants FC(F)(F)S(O[C:7]1[CH:16]=[CH:15][C:14]2[C:9](=[CH:10][CH:11]=[C:12]([O:17][CH3:18])[CH:13]=2)[C:8]=1[O:19][C:20]1[CH:25]=[CH:24][C:23]([O:26][CH2:27][CH2:28][N:29]2[CH2:34][CH2:33][CH2:32][CH2:31][CH2:30]2)=[CH:22][CH:21]=1)(=O)=O.[S:37]1[CH:41]=[CH:40][CH:39]=[C:38]1B(O)O.C1(P(C2CCCCC2)C2CCCCC2)CCCCC1.[F-].[Cs+], predict the reaction product. The product is: [CH3:18][O:17][C:12]1[CH:13]=[C:14]2[C:9](=[CH:10][CH:11]=1)[C:8]([O:19][C:20]1[CH:21]=[CH:22][C:23]([O:26][CH2:27][CH2:28][N:29]3[CH2:34][CH2:33][CH2:32][CH2:31][CH2:30]3)=[CH:24][CH:25]=1)=[C:7]([C:38]1[S:37][CH:41]=[CH:40][CH:39]=1)[CH:16]=[CH:15]2. (2) Given the reactants [F:1][C:2]1[CH:3]=[C:4]([OH:20])[CH:5]=[CH:6][C:7]=1[C:8]1[C:12]([C:13]2[CH:18]=[CH:17][N:16]=[CH:15][CH:14]=2)=[CH:11][N:10]([CH3:19])[N:9]=1.C(=O)([O-])[O-].[Cs+].[Cs+].Cl[CH2:28][C:29]1[CH:38]=[CH:37][C:36]2[C:31](=[CH:32][CH:33]=[CH:34][CH:35]=2)[N:30]=1.[OH-].[Na+], predict the reaction product. The product is: [F:1][C:2]1[CH:3]=[C:4]([CH:5]=[CH:6][C:7]=1[C:8]1[C:12]([C:13]2[CH:14]=[CH:15][N:16]=[CH:17][CH:18]=2)=[CH:11][N:10]([CH3:19])[N:9]=1)[O:20][CH2:28][C:29]1[CH:38]=[CH:37][C:36]2[C:31](=[CH:32][CH:33]=[CH:34][CH:35]=2)[N:30]=1. (3) Given the reactants Cl.[CH3:2][C:3]12[CH2:10][CH:7]([CH2:8][CH2:9]1)[CH:6]([CH3:11])[C:5](=[O:12])[CH2:4]2.[CH3:13]OC(OC)OC.[CH2:20](O)[CH:21]=C, predict the reaction product. The product is: [CH2:11]([C:6]1([CH3:13])[CH:7]2[CH2:10][C:3]([CH3:2])([CH2:9][CH2:8]2)[CH2:4][C:5]1=[O:12])[CH:20]=[CH2:21]. (4) Given the reactants [CH2:1]([O:8][CH2:9][CH:10]=O)[C:2]1[CH:7]=[CH:6][CH:5]=[CH:4][CH:3]=1.[CH3:12][NH2:13].[C-:14]#[N:15].[Na+], predict the reaction product. The product is: [CH2:1]([O:8][CH2:9][CH:10]([NH:15][CH3:14])[C:12]#[N:13])[C:2]1[CH:7]=[CH:6][CH:5]=[CH:4][CH:3]=1. (5) Given the reactants [CH2:1]([N:8]1[C@@H:12]([CH2:13][SH:14])[C@H:11]([C:15](O)=[O:16])[N:10]([CH2:18][C:19]2[CH:24]=[CH:23][CH:22]=[CH:21][CH:20]=2)[C:9]1=[O:25])[C:2]1[CH:7]=[CH:6][CH:5]=[CH:4][CH:3]=1.FC(F)(F)C(O)=O.C1(N=C=NC2CCCCC2)CCCCC1, predict the reaction product. The product is: [CH2:1]([N:8]1[C@H:12]2[CH2:13][S:14][C:15](=[O:16])[C@H:11]2[N:10]([CH2:18][C:19]2[CH:24]=[CH:23][CH:22]=[CH:21][CH:20]=2)[C:9]1=[O:25])[C:2]1[CH:3]=[CH:4][CH:5]=[CH:6][CH:7]=1. (6) Given the reactants [Cl:1][C:2]1[C:10]2[S:9][C:8]([S:11]([O-])(=[O:13])=[O:12])=[C:7]([CH3:15])[C:6]=2[CH:5]=[CH:4][CH:3]=1.[K+].O=P(Cl)(Cl)[Cl:19], predict the reaction product. The product is: [Cl:1][C:2]1[C:10]2[S:9][C:8]([S:11]([Cl:19])(=[O:13])=[O:12])=[C:7]([CH3:15])[C:6]=2[CH:5]=[CH:4][CH:3]=1. (7) Given the reactants Br[C:2]1[CH:18]=[CH:17][C:5]2[S:6][C:7]([C:10]3[CH:15]=[CH:14][N:13]=[C:12]([NH2:16])[N:11]=3)=[C:8]([CH3:9])[C:4]=2[CH:3]=1, predict the reaction product. The product is: [CH2:8]([C:2]1[CH:18]=[CH:17][C:5]2[S:6][C:7]([C:10]3[CH:15]=[CH:14][N:13]=[C:12]([NH2:16])[N:11]=3)=[C:8]([CH3:9])[C:4]=2[CH:3]=1)[C:4]1[CH:5]=[CH:17][CH:18]=[CH:2][CH:3]=1. (8) Given the reactants [O:1]([P:8]([NH:17][C:18]1[S:19][C:20]([C:23]([O:25]C)=[O:24])=[CH:21][N:22]=1)([O:10][C:11]1[CH:16]=[CH:15][CH:14]=[CH:13][CH:12]=1)=[O:9])[C:2]1[CH:7]=[CH:6][CH:5]=[CH:4][CH:3]=1.CO.[OH-].[K+].Cl, predict the reaction product. The product is: [O:10]([P:8]([NH:17][C:18]1[S:19][C:20]([C:23]([OH:25])=[O:24])=[CH:21][N:22]=1)([O:1][C:2]1[CH:7]=[CH:6][CH:5]=[CH:4][CH:3]=1)=[O:9])[C:11]1[CH:12]=[CH:13][CH:14]=[CH:15][CH:16]=1. (9) The product is: [CH:20]([C:18]1[N:19]=[C:15]([CH2:14][O:1][C:2]2[CH:7]=[CH:6][N:5]=[C:4]([C:8]([O:10][CH2:11][CH3:12])=[O:9])[CH:3]=2)[S:16][CH:17]=1)([CH3:22])[CH3:21]. Given the reactants [OH:1][C:2]1[CH:7]=[CH:6][N:5]=[C:4]([C:8]([O:10][CH2:11][CH3:12])=[O:9])[CH:3]=1.Cl[CH2:14][C:15]1[S:16][CH:17]=[C:18]([CH:20]([CH3:22])[CH3:21])[N:19]=1.[I-].[K+].C(=O)([O-])[O-].[K+].[K+], predict the reaction product. (10) Given the reactants Cl.C([N:6]1[CH:14]=[C:13]2[C:8]([C:9](=[O:22])[NH:10][C:11]3([CH2:20][CH:19]4[NH:21][CH:16](CC4)[CH2:15]3)[CH2:12]2)=[N:7]1)(C)(C)C.[CH3:23][C:24]1[C:32]2[C:27](=[C:28]([CH3:36])[CH:29]=[C:30]([C:33]([OH:35])=O)[CH:31]=2)[NH:26][N:25]=1.C(N(CC)CC)C.[CH3:44][CH2:45][CH2:46]P1(OP(CCC)(=O)OP(CCC)(=O)O1)=O, predict the reaction product. The product is: [CH3:23][C:24]1[C:32]2[C:27](=[C:28]([CH3:36])[CH:29]=[C:30]([C:33]([N:21]3[CH2:16][CH2:15][C:11]4([NH:10][C:9](=[O:22])[C:8]5[N:7]([CH:45]([CH3:46])[CH3:44])[N:6]=[CH:14][C:13]=5[CH2:12]4)[CH2:20][CH2:19]3)=[O:35])[CH:31]=2)[NH:26][N:25]=1.